The task is: Regression. Given two drug SMILES strings and cell line genomic features, predict the synergy score measuring deviation from expected non-interaction effect.. This data is from NCI-60 drug combinations with 297,098 pairs across 59 cell lines. (1) Drug 1: C1=CN(C=N1)CC(O)(P(=O)(O)O)P(=O)(O)O. Drug 2: C1C(C(OC1N2C=NC(=NC2=O)N)CO)O. Cell line: MOLT-4. Synergy scores: CSS=48.4, Synergy_ZIP=0.189, Synergy_Bliss=0.693, Synergy_Loewe=-18.7, Synergy_HSA=4.46. (2) Drug 1: CCC1(CC2CC(C3=C(CCN(C2)C1)C4=CC=CC=C4N3)(C5=C(C=C6C(=C5)C78CCN9C7C(C=CC9)(C(C(C8N6C=O)(C(=O)OC)O)OC(=O)C)CC)OC)C(=O)OC)O.OS(=O)(=O)O. Drug 2: CC12CCC3C(C1CCC2O)C(CC4=C3C=CC(=C4)O)CCCCCCCCCS(=O)CCCC(C(F)(F)F)(F)F. Cell line: HL-60(TB). Synergy scores: CSS=68.4, Synergy_ZIP=0.483, Synergy_Bliss=-3.08, Synergy_Loewe=-43.7, Synergy_HSA=-6.09. (3) Drug 1: CC(CN1CC(=O)NC(=O)C1)N2CC(=O)NC(=O)C2. Drug 2: CC1=C(N=C(N=C1N)C(CC(=O)N)NCC(C(=O)N)N)C(=O)NC(C(C2=CN=CN2)OC3C(C(C(C(O3)CO)O)O)OC4C(C(C(C(O4)CO)O)OC(=O)N)O)C(=O)NC(C)C(C(C)C(=O)NC(C(C)O)C(=O)NCCC5=NC(=CS5)C6=NC(=CS6)C(=O)NCCC[S+](C)C)O. Cell line: RXF 393. Synergy scores: CSS=10.8, Synergy_ZIP=-4.23, Synergy_Bliss=-1.01, Synergy_Loewe=-4.56, Synergy_HSA=-0.461. (4) Drug 1: COC1=CC(=CC(=C1O)OC)C2C3C(COC3=O)C(C4=CC5=C(C=C24)OCO5)OC6C(C(C7C(O6)COC(O7)C8=CC=CS8)O)O. Drug 2: C1C(C(OC1N2C=NC3=C2NC=NCC3O)CO)O. Cell line: SK-OV-3. Synergy scores: CSS=22.7, Synergy_ZIP=-8.23, Synergy_Bliss=-3.37, Synergy_Loewe=-2.38, Synergy_HSA=-1.16. (5) Drug 1: C1CC(=O)NC(=O)C1N2CC3=C(C2=O)C=CC=C3N. Drug 2: C1C(C(OC1N2C=NC(=NC2=O)N)CO)O. Cell line: SK-MEL-5. Synergy scores: CSS=7.25, Synergy_ZIP=-0.801, Synergy_Bliss=2.72, Synergy_Loewe=-10.6, Synergy_HSA=-2.77. (6) Drug 1: CC1=C(C(=CC=C1)Cl)NC(=O)C2=CN=C(S2)NC3=CC(=NC(=N3)C)N4CCN(CC4)CCO. Synergy scores: CSS=33.7, Synergy_ZIP=-0.707, Synergy_Bliss=0.935, Synergy_Loewe=-1.31, Synergy_HSA=5.43. Cell line: TK-10. Drug 2: CC1CCCC2(C(O2)CC(NC(=O)CC(C(C(=O)C(C1O)C)(C)C)O)C(=CC3=CSC(=N3)C)C)C. (7) Drug 1: C1=CC=C(C(=C1)C(C2=CC=C(C=C2)Cl)C(Cl)Cl)Cl. Drug 2: C(CN)CNCCSP(=O)(O)O. Cell line: NCI-H226. Synergy scores: CSS=-0.902, Synergy_ZIP=-0.164, Synergy_Bliss=-1.05, Synergy_Loewe=-0.358, Synergy_HSA=-1.39. (8) Drug 1: C1=NC2=C(N=C(N=C2N1C3C(C(C(O3)CO)O)F)Cl)N. Drug 2: CCN(CC)CCCC(C)NC1=C2C=C(C=CC2=NC3=C1C=CC(=C3)Cl)OC. Cell line: NCI/ADR-RES. Synergy scores: CSS=19.9, Synergy_ZIP=-10.2, Synergy_Bliss=-1.58, Synergy_Loewe=-2.63, Synergy_HSA=-1.18. (9) Drug 1: C1CCC(CC1)NC(=O)N(CCCl)N=O. Drug 2: C(=O)(N)NO. Cell line: RXF 393. Synergy scores: CSS=16.2, Synergy_ZIP=-4.37, Synergy_Bliss=-4.79, Synergy_Loewe=-6.26, Synergy_HSA=-3.34. (10) Drug 1: C1=NC2=C(N=C(N=C2N1C3C(C(C(O3)CO)O)O)F)N. Drug 2: COC1=NC(=NC2=C1N=CN2C3C(C(C(O3)CO)O)O)N. Cell line: NCI-H460. Synergy scores: CSS=1.13, Synergy_ZIP=0.963, Synergy_Bliss=2.15, Synergy_Loewe=0.469, Synergy_HSA=-0.00871.